This data is from Full USPTO retrosynthesis dataset with 1.9M reactions from patents (1976-2016). The task is: Predict the reactants needed to synthesize the given product. (1) The reactants are: [N:1]1([C:11]2[CH:19]=[CH:18][C:14]([C:15]([OH:17])=[O:16])=[C:13]([O:20][CH3:21])[CH:12]=2)[C:10]2[C:5](=[CH:6][CH:7]=[CH:8][CH:9]=2)[NH:4][CH2:3][CH2:2]1.Cl[CH2:23]Cl.ClC(Cl)(O[C:29](=[O:35])OC(Cl)(Cl)Cl)Cl.Cl.Cl.[NH:39]1[CH2:43][CH2:42][CH:41]([C:44]2[CH:45]=[N:46][NH:47][CH:48]=2)[CH2:40]1. Given the product [CH3:23][O:16][C:15](=[O:17])[C:14]1[CH:18]=[CH:19][C:11]([N:1]2[C:10]3[C:5](=[CH:6][CH:7]=[CH:8][CH:9]=3)[N:4]([C:29]([N:39]3[CH2:43][CH2:42][CH:41]([C:44]4[CH:45]=[N:46][NH:47][CH:48]=4)[CH2:40]3)=[O:35])[CH2:3][CH2:2]2)=[CH:12][C:13]=1[O:20][CH3:21], predict the reactants needed to synthesize it. (2) Given the product [OH:8][CH2:9][CH:10]1[CH2:20][CH2:19][C:13]2([O:17][C:16](=[O:18])[NH:15][CH2:14]2)[CH2:12][CH2:11]1, predict the reactants needed to synthesize it. The reactants are: C([O:8][CH2:9][CH:10]1[CH2:20][CH2:19][C:13]2([O:17][C:16](=[O:18])[NH:15][CH2:14]2)[CH2:12][CH2:11]1)C1C=CC=CC=1.